Dataset: Full USPTO retrosynthesis dataset with 1.9M reactions from patents (1976-2016). Task: Predict the reactants needed to synthesize the given product. (1) Given the product [NH2:1][C:2]1[N:11]=[C:10]([C:12]([N:14]2[CH2:15][C:16]3[C:21](=[CH:20][CH:19]=[CH:18][CH:17]=3)[CH2:22]2)=[O:13])[C:9]2[C:4](=[CH:5][CH:6]=[C:7]([C:23]3([C:27]([OH:29])=[O:28])[CH2:26][CH2:25][CH2:24]3)[CH:8]=2)[N:3]=1, predict the reactants needed to synthesize it. The reactants are: [NH2:1][C:2]1[N:11]=[C:10]([C:12]([N:14]2[CH2:22][C:21]3[C:16](=[CH:17][CH:18]=[CH:19][CH:20]=3)[CH2:15]2)=[O:13])[C:9]2[C:4](=[CH:5][CH:6]=[C:7]([C:23]3([C:27]([O:29]CC)=[O:28])[CH2:26][CH2:25][CH2:24]3)[CH:8]=2)[N:3]=1.[OH-].[Na+]. (2) Given the product [CH2:21]([NH:33][C:18]([C:16]1[CH:15]=[CH:14][C:10]2[C:11](=[O:13])[O:12][C:7]([C:1]3[CH:6]=[CH:5][CH:4]=[CH:3][CH:2]=3)=[N:8][C:9]=2[CH:17]=1)=[O:19])[CH2:22][CH2:23][CH2:24][CH2:25][CH2:26][CH2:27][CH2:28][CH2:29][CH2:30][CH2:31][CH3:32], predict the reactants needed to synthesize it. The reactants are: [C:1]1([C:7]2[O:12][C:11](=[O:13])[C:10]3[CH:14]=[CH:15][C:16]([C:18](Cl)=[O:19])=[CH:17][C:9]=3[N:8]=2)[CH:6]=[CH:5][CH:4]=[CH:3][CH:2]=1.[CH2:21]([NH2:33])[CH2:22][CH2:23][CH2:24][CH2:25][CH2:26][CH2:27][CH2:28][CH2:29][CH2:30][CH2:31][CH3:32].C(N(CC)CC)C. (3) Given the product [CH2:20]([O:22][C:23]1[CH:28]=[CH:27][C:26]([C:2]2[C:11]3[C:6](=[CH:7][C:8]([O:12][CH3:13])=[CH:9][CH:10]=3)[CH:5]=[C:4]([NH:14][C:15]3[CH:19]=[CH:18][NH:17][N:16]=3)[N:3]=2)=[CH:25][CH:24]=1)[CH3:21], predict the reactants needed to synthesize it. The reactants are: Cl[C:2]1[C:11]2[C:6](=[CH:7][C:8]([O:12][CH3:13])=[CH:9][CH:10]=2)[CH:5]=[C:4]([NH:14][C:15]2[CH:19]=[CH:18][NH:17][N:16]=2)[N:3]=1.[CH2:20]([O:22][C:23]1[CH:28]=[CH:27][C:26](B(O)O)=[CH:25][CH:24]=1)[CH3:21]. (4) Given the product [CH3:20][C:21]1[N:22]=[C:23]([CH3:44])[N:24]2[C:29]=1[C:28]([O:19][C:11]1[CH:12]=[C:13]([O:17][CH3:18])[C:14]([O:15][CH3:16])=[C:9]([O:8][CH3:7])[CH:10]=1)=[N:27][C:26]([C:35]1[CH:40]=[CH:39][CH:38]=[C:37]([N+:41]([O-:43])=[O:42])[CH:36]=1)=[N:25]2, predict the reactants needed to synthesize it. The reactants are: CC(C)([O-])C.[K+].[CH3:7][O:8][C:9]1[CH:10]=[C:11]([OH:19])[CH:12]=[C:13]([O:17][CH3:18])[C:14]=1[O:15][CH3:16].[CH3:20][C:21]1[N:22]=[C:23]([CH3:44])[N:24]2[C:29]=1[C:28](N1C=NC=N1)=[N:27][C:26]([C:35]1[CH:40]=[CH:39][CH:38]=[C:37]([N+:41]([O-:43])=[O:42])[CH:36]=1)=[N:25]2. (5) Given the product [Cl:23][C:22]1[CH:21]=[CH:20][C:4]([CH2:5][C:6]2([OH:19])[CH2:11][CH2:10][N:9]([C:12]([O:14][C:15]([CH3:18])([CH3:17])[CH3:16])=[O:13])[CH2:8][CH2:7]2)=[C:3]([F:33])[CH:2]=1, predict the reactants needed to synthesize it. The reactants are: Cl[C:2]1[CH:3]=[C:4]([CH:20]=[CH:21][C:22]=1[Cl:23])[CH2:5][C:6]1([OH:19])[CH2:11][CH2:10][N:9]([C:12]([O:14][C:15]([CH3:18])([CH3:17])[CH3:16])=[O:13])[CH2:8][CH2:7]1.ClC1C=CC(CBr)=C([F:33])C=1. (6) Given the product [Cl:1][C:2]1[CH:3]=[CH:4][C:5]([C:8]2[CH2:9][CH:10]3[N:15]([CH3:16])[CH:13]([CH2:12][CH2:11]3)[CH:14]=2)=[CH:6][CH:7]=1, predict the reactants needed to synthesize it. The reactants are: [Cl:1][C:2]1[CH:7]=[CH:6][C:5]([C:8]2(O)[CH2:14][CH:13]3[N:15]([CH3:16])[CH:10]([CH2:11][CH2:12]3)[CH2:9]2)=[CH:4][CH:3]=1. (7) Given the product [Cl:4][C:5]1[CH:10]=[CH:9][C:8]([F:11])=[CH:7][C:6]=1[CH2:12][NH:13][C:14]([NH:2][NH2:3])=[S:15], predict the reactants needed to synthesize it. The reactants are: O.[NH2:2][NH2:3].[Cl:4][C:5]1[CH:10]=[CH:9][C:8]([F:11])=[CH:7][C:6]=1[CH2:12][N:13]=[C:14]=[S:15].